Dataset: Forward reaction prediction with 1.9M reactions from USPTO patents (1976-2016). Task: Predict the product of the given reaction. Given the reactants [CH3:1][O:2][C:3](=[O:24])[CH2:4][C:5]1[C:14]([CH3:15])=[C:13]([C:16]2[CH:21]=[CH:20][C:19]([NH2:22])=[CH:18][CH:17]=2)[C:12]2[C:7](=[CH:8][CH:9]=[C:10]([Cl:23])[CH:11]=2)[CH:6]=1.[N:25]([C:28]1[CH:33]=[CH:32][CH:31]=[CH:30][CH:29]=1)=[C:26]=[O:27], predict the reaction product. The product is: [CH3:1][O:2][C:3](=[O:24])[CH2:4][C:5]1[C:14]([CH3:15])=[C:13]([C:16]2[CH:21]=[CH:20][C:19]([NH:22][C:26]([NH:25][C:28]3[CH:33]=[CH:32][CH:31]=[CH:30][CH:29]=3)=[O:27])=[CH:18][CH:17]=2)[C:12]2[C:7](=[CH:8][CH:9]=[C:10]([Cl:23])[CH:11]=2)[CH:6]=1.